The task is: Regression. Given a target protein amino acid sequence and a drug SMILES string, predict the binding affinity score between them. We predict pIC50 (pIC50 = -log10(IC50 in M); higher means more potent). Dataset: bindingdb_ic50.. This data is from Drug-target binding data from BindingDB using IC50 measurements. The small molecule is CC(C)N1CCN(c2ccc(-c3cc(-c4cnn(C)c4)cn4ncc(C#N)c34)cn2)CC1. The target protein sequence is HCYHKFAHKPPISSAEMTFRRPAQAFPVSYSSSGARRPSLDSMENQVSVDAFKILEDPKWEFPRKNLVLGKTLGEGEFGKVVKATAFHLKGRAGYTTVAVKMLKENASPSELRDLLSEFNVLKQVNHPHVIKLYGACSQDGPLLLIVEYAKYGSLRGFLRESRKVGPGYLGSGGSRNSSSLDHPDERALTMGDLISFAWQISQGMQYLAEMKLVHRDLAARNILVAEGRKMKISDFGLSRDVYEEDSYVKRSQGRIPVKWMAIESLFDHIYTTQSDVWSFGVLLWEIVTLGGNPYPGIPPERLFNLLKTGHRMERPDNCSEEMYRLMLQCWKQEPDKRPVFADISKDLEKMMVKRRDYLDLAASTPSDSLIYDDGLSEEETPLVDCNNAPLPRALPSTWIENKLYGMSDPNWPGESPVPLTRADGTNTGFPRYPNDSVYANWMLSPSAAKLMDTFDS. The pIC50 is 7.4.